Task: Predict the reactants needed to synthesize the given product.. Dataset: Full USPTO retrosynthesis dataset with 1.9M reactions from patents (1976-2016) (1) Given the product [F:1][C:2]1[CH:7]=[CH:6][C:5]([C:8]2[N:12]3[N:13]=[CH:14][C:15]([C:17]([OH:20])([CH3:19])[CH3:18])=[N:16][C:11]3=[N:10][CH:9]=2)=[CH:4][C:3]=1[C:21]1[C:26]([C:27]#[N:29])=[CH:25][N:24]=[CH:23][N:22]=1, predict the reactants needed to synthesize it. The reactants are: [F:1][C:2]1[CH:7]=[CH:6][C:5]([C:8]2[N:12]3[N:13]=[CH:14][C:15]([C:17]([OH:20])([CH3:19])[CH3:18])=[N:16][C:11]3=[N:10][CH:9]=2)=[CH:4][C:3]=1[C:21]1[C:26]([C:27]([NH2:29])=O)=[CH:25][N:24]=[CH:23][N:22]=1.C([Sn](=O)CCCC)CCC. (2) Given the product [F:1][C:2]1[CH:3]=[C:4]([C:8]#[C:9][CH:10]=[O:11])[CH:5]=[CH:6][CH:7]=1, predict the reactants needed to synthesize it. The reactants are: [F:1][C:2]1[CH:3]=[C:4]([C:8]#[C:9][CH2:10][OH:11])[CH:5]=[CH:6][CH:7]=1. (3) Given the product [CH3:1][O:2][N:3]([CH3:17])[C:4]([C:6]1[C:14]2[C:9](=[CH:10][CH:11]=[C:12]([O:15][CH3:16])[CH:13]=2)[N:8]([S:25]([C:28]2[CH:34]=[CH:33][C:31]([CH3:32])=[CH:30][CH:29]=2)(=[O:27])=[O:26])[N:7]=1)=[O:5], predict the reactants needed to synthesize it. The reactants are: [CH3:1][O:2][N:3]([CH3:17])[C:4]([C:6]1[C:14]2[C:9](=[CH:10][CH:11]=[C:12]([O:15][CH3:16])[CH:13]=2)[NH:8][N:7]=1)=[O:5].C(N(CC)CC)C.[S:25](Cl)([C:28]1[CH:34]=[CH:33][C:31]([CH3:32])=[CH:30][CH:29]=1)(=[O:27])=[O:26]. (4) Given the product [CH3:27][N:23]1[CH2:22][C@@H:21]2[CH2:20][N:19]([C:16]3[N:15]=[N:14][C:13]([C:12]4[CH:11]=[C:10]5[C:5]([CH:6]=[CH:7][N:8]=[CH:9]5)=[CH:4][C:3]=4[OH:2])=[CH:18][CH:17]=3)[CH2:26][C@@H:25]2[CH2:24]1, predict the reactants needed to synthesize it. The reactants are: C[O:2][C:3]1[CH:4]=[C:5]2[C:10](=[CH:11][C:12]=1[C:13]1[N:14]=[N:15][C:16]([N:19]3[CH2:26][C@@H:25]4[C@@H:21]([CH2:22][N:23]([CH3:27])[CH2:24]4)[CH2:20]3)=[CH:17][CH:18]=1)[CH:9]=[N:8][CH:7]=[CH:6]2.C1(S)C=CC=CC=1. (5) Given the product [C:26]([C:28]1[CH:29]=[C:30]([C:34]2[NH:15][CH:9]([CH2:10][O:11][CH2:12][O:13][CH3:14])[C:8]([C:17]3[CH:18]=[CH:19][C:20]([F:23])=[CH:21][CH:22]=3)([C:5]3[CH:4]=[CH:3][C:2]([F:1])=[CH:7][CH:6]=3)[N:16]=2)[CH:31]=[CH:32][CH:33]=1)#[N:27], predict the reactants needed to synthesize it. The reactants are: [F:1][C:2]1[CH:7]=[CH:6][C:5]([C:8]([C:17]2[CH:22]=[CH:21][C:20]([F:23])=[CH:19][CH:18]=2)([NH2:16])[CH:9]([NH2:15])[CH2:10][O:11][CH2:12][O:13][CH3:14])=[CH:4][CH:3]=1.CO[C:26]([C:28]1[CH:33]=[CH:32][CH:31]=[C:30]([C:34]#N)[CH:29]=1)=[NH:27].C(OCC)(=O)C. (6) Given the product [F:30][C:11]1[CH:12]=[C:13]([O:17][C@H:18]2[CH2:23][CH2:22][CH2:21][CH2:20][C@@H:19]2[C:24]2[N:28]([CH3:29])[N:27]=[CH:26][CH:25]=2)[C:14]([F:16])=[CH:15][C:10]=1[S:7]([NH:6][C:31]1[S:35][N:34]=[CH:33][N:32]=1)(=[O:8])=[O:9], predict the reactants needed to synthesize it. The reactants are: COC1C=C(OC)C=CC=1C[N:6]([C:31]1[S:35][N:34]=[CH:33][N:32]=1)[S:7]([C:10]1[CH:15]=[C:14]([F:16])[C:13]([O:17][C@H:18]2[CH2:23][CH2:22][CH2:21][CH2:20][C@@H:19]2[C:24]2[N:28]([CH3:29])[N:27]=[CH:26][CH:25]=2)=[CH:12][C:11]=1[F:30])(=[O:9])=[O:8].C([SiH](CC)CC)C.FC(F)(F)C(O)=O.